Dataset: Full USPTO retrosynthesis dataset with 1.9M reactions from patents (1976-2016). Task: Predict the reactants needed to synthesize the given product. (1) Given the product [Cl:26][C:3]1[C:2]([C:35]2[CH:55]=[CH:54][CH:53]=[CH:52][C:36]=2[CH2:37][O:38][CH2:39][CH2:40][CH:41]2[CH2:42][CH2:43][N:44]([CH2:47][C:48]([F:49])([F:50])[F:51])[CH2:45][CH2:46]2)=[CH:11][C:10]([O:12][CH2:13][O:14][CH2:15][CH2:16][O:17][CH3:18])=[C:9]2[C:4]=1[C:5](=[O:25])[N:6]([CH2:19][O:20][CH2:21][CH2:22][O:23][CH3:24])[CH:7]=[N:8]2, predict the reactants needed to synthesize it. The reactants are: Br[C:2]1[C:3]([Cl:26])=[C:4]2[C:9](=[C:10]([O:12][CH2:13][O:14][CH2:15][CH2:16][O:17][CH3:18])[CH:11]=1)[N:8]=[CH:7][N:6]([CH2:19][O:20][CH2:21][CH2:22][O:23][CH3:24])[C:5]2=[O:25].CC1(C)C(C)(C)OB([C:35]2[CH:55]=[CH:54][CH:53]=[CH:52][C:36]=2[CH2:37][O:38][CH2:39][CH2:40][CH:41]2[CH2:46][CH2:45][N:44]([CH2:47][C:48]([F:51])([F:50])[F:49])[CH2:43][CH2:42]2)O1.C(=O)([O-])[O-].[K+].[K+].CO.ClCCl. (2) Given the product [C:11]1([C:17]#[C:18][C:5]2[CH:6]=[CH:7][C:2]([Br:1])=[CH:3][CH:4]=2)[CH:16]=[CH:15][CH:14]=[CH:13][CH:12]=1, predict the reactants needed to synthesize it. The reactants are: [Br:1][C:2]1[CH:7]=[CH:6][C:5](I)=[CH:4][CH:3]=1.N#N.[C:11]1([C:17]#[CH:18])[CH:16]=[CH:15][CH:14]=[CH:13][CH:12]=1. (3) Given the product [Cl:1][C:2]1[C:3]([F:31])=[C:4]([C@@H:8]2[C@:12]([C:15]3[CH:20]=[CH:19][C:18]([Cl:21])=[CH:17][C:16]=3[F:22])([C:13]#[N:14])[C@H:11]([CH2:23][C:24]([CH3:26])([CH3:27])[CH3:25])[NH:10][C@H:9]2[C:28]([NH:68][C:65]2[CH:66]=[N:67][C:62]([N:56]3[CH2:61][CH2:60][O:59][CH2:58][CH2:57]3)=[N:63][CH:64]=2)=[O:29])[CH:5]=[CH:6][CH:7]=1, predict the reactants needed to synthesize it. The reactants are: [Cl:1][C:2]1[C:3]([F:31])=[C:4]([C@@H:8]2[C@:12]([C:15]3[CH:20]=[CH:19][C:18]([Cl:21])=[CH:17][C:16]=3[F:22])([C:13]#[N:14])[C@H:11]([CH2:23][C:24]([CH3:27])([CH3:26])[CH3:25])[NH:10][C@H:9]2[C:28](O)=[O:29])[CH:5]=[CH:6][CH:7]=1.CCN(C(C)C)C(C)C.C1(P(Cl)(C2C=CC=CC=2)=O)C=CC=CC=1.[N:56]1([C:62]2[N:67]=[CH:66][C:65]([NH2:68])=[CH:64][N:63]=2)[CH2:61][CH2:60][O:59][CH2:58][CH2:57]1. (4) Given the product [Si:10]([O:17][CH2:18][C:19]1[O:23][C:22]([CH2:1][NH:2][C:3]2([C:8]#[N:9])[CH2:7][CH2:6][CH2:5][CH2:4]2)=[N:21][CH:20]=1)([C:13]([CH3:16])([CH3:14])[CH3:15])([CH3:11])[CH3:12].[C:3]1(=[O:17])[CH2:7][CH2:6][CH2:5][CH2:4]1, predict the reactants needed to synthesize it. The reactants are: [CH3:1][NH:2][C:3]1([C:8]#[N:9])[CH2:7][CH2:6][CH2:5][CH2:4]1.[Si:10]([O:17][CH2:18][C:19]1[O:23][C:22](CN)=[N:21][CH:20]=1)([C:13]([CH3:16])([CH3:15])[CH3:14])([CH3:12])[CH3:11]. (5) Given the product [C:1]([O:5][C:6]([N:8]1[CH2:9][CH2:10][CH:11]([C:14]2[S:15][CH:16]=[C:17]([C:19]([N:53]3[C@@H:62]4[C@@H:57]([CH2:58][CH2:59][CH2:60][CH2:61]4)[CH2:56][CH2:55][CH2:54]3)=[O:20])[CH:18]=2)[CH2:12][CH2:13]1)=[O:7])([CH3:4])([CH3:2])[CH3:3], predict the reactants needed to synthesize it. The reactants are: [C:1]([O:5][C:6]([N:8]1[CH2:13][CH2:12][CH:11]([C:14]2[S:15][CH:16]=[C:17]([C:19](O)=[O:20])[CH:18]=2)[CH2:10][CH2:9]1)=[O:7])([CH3:4])([CH3:3])[CH3:2].C(N(CC)CC)C.CN(C(ON1N=NC2C=CC=NC1=2)=[N+](C)C)C.F[P-](F)(F)(F)(F)F.[NH:53]1[CH:62]2[CH:57]([CH2:58][CH2:59][CH2:60][CH2:61]2)[CH2:56][CH2:55][CH2:54]1. (6) Given the product [OH:1][CH2:2][CH:3]1[O:7][C:6](=[O:8])[N:5]([CH2:9][CH2:11][C:15]2[CH:16]=[CH:17][C:12]([CH3:21])=[CH:13][CH:14]=2)[CH2:4]1, predict the reactants needed to synthesize it. The reactants are: [OH:1][CH2:2][CH:3]1[O:7][C:6](=[O:8])[N:5]([CH:9]([CH3:11])C)[CH2:4]1.[C:12]1([CH3:21])[CH:17]=[CH:16][C:15](CCN)=[CH:14][CH:13]=1.C(N)(C)C. (7) Given the product [CH:1]([C:4]1[S:8][N:7]=[C:6]([CH2:9][OH:10])[CH:5]=1)([CH3:3])[CH3:2], predict the reactants needed to synthesize it. The reactants are: [CH:1]([C:4]1[S:8][N:7]=[C:6]([C:9](O)=[O:10])[CH:5]=1)([CH3:3])[CH3:2].